From a dataset of Reaction yield outcomes from USPTO patents with 853,638 reactions. Predict the reaction yield, written as a fraction of the theoretical maximum amount of product (1.0 means a 100% yield; for example, 0.34 means a 34% yield). (1) The reactants are F[C:2]1[CH:3]=[C:4]2[C:8](=[CH:9][CH:10]=1)[N:7](CCCCCCCC)[CH:6]=[C:5]2CN(C)C.F[C:24]1[CH:25]=[C:26]2[C:30](=[CH:31][CH:32]=1)N(CCCCCCCC)C=[C:27]2CN1CCCCC1.C([O-])([O-])=O.[K+].[K+]. The catalyst is O1CCOCC1.C1C=CC(P(C2C=CC=CC=2)[C-]2C=CC=C2)=CC=1.C1C=CC(P(C2C=CC=CC=2)[C-]2C=CC=C2)=CC=1.Cl[Pd]Cl.[Fe+2]. The product is [C:26]1([CH3:27])[CH:30]=[CH:31][CH:32]=[C:24]([C:2]2[CH:3]=[C:4]3[C:8](=[CH:9][CH:10]=2)[NH:7][CH:6]=[CH:5]3)[CH:25]=1. The yield is 0.550. (2) The reactants are Br[C:2]1([C:11](OC)=O)[CH2:10][C:9]2[C:4](=[CH:5][CH:6]=[CH:7][CH:8]=2)[NH:3]1.CC1(C)[C:20](C)(C)[O:19]B(C=C)O1.[C:26](=[O:29])([O-])[O-].[Cs+].[Cs+].O1CCOC[CH2:33]1.O. The catalyst is C1C=CC([P]([Pd]([P](C2C=CC=CC=2)(C2C=CC=CC=2)C2C=CC=CC=2)([P](C2C=CC=CC=2)(C2C=CC=CC=2)C2C=CC=CC=2)[P](C2C=CC=CC=2)(C2C=CC=CC=2)C2C=CC=CC=2)(C2C=CC=CC=2)C2C=CC=CC=2)=CC=1. The product is [CH:11]([C:2]1[NH:3][C:4]2[C:9]([C:10]=1[C:26]([O:19][CH3:20])=[O:29])=[CH:8][CH:7]=[CH:6][CH:5]=2)=[CH2:33]. The yield is 0.760. (3) The reactants are [CH3:1][CH:2]([CH3:19])[CH:3]=[C:4]1[C:13](=O)[C:12]2[C:7](=[CH:8][C:9]([C:15]([O:17]C)=[O:16])=[CH:10][CH:11]=2)[O:6][CH2:5]1.Cl.[NH:21]([C:23]1[CH:30]=[CH:29][C:26]([C:27]#[N:28])=[C:25]([CH3:31])[CH:24]=1)[NH2:22]. No catalyst specified. The product is [C:27]([C:26]1[CH:29]=[CH:30][C:23]([N:21]2[CH:3]([CH:2]([CH3:19])[CH3:1])[CH:4]3[CH2:5][O:6][C:7]4[CH:8]=[C:9]([C:15]([OH:17])=[O:16])[CH:10]=[CH:11][C:12]=4[C:13]3=[N:22]2)=[CH:24][C:25]=1[CH3:31])#[N:28]. The yield is 0.520. (4) The product is [CH3:14][O:13][C:9]1[CH:10]=[CH:11][C:12]2[C:7](=[C:2]3[CH:3]=[CH:4][CH:5]=[CH:6][C:1]3=[C:15]3[CH:20]=[CH:19][CH:18]=[CH:17][C:16]3=2)[N:8]=1. The reactants are [C:1]1([C:15]2[CH:20]=[CH:19][CH:18]=[CH:17][CH:16]=2)[CH:6]=[CH:5][CH:4]=[CH:3][C:2]=1[C:7]1[CH:12]=[CH:11][CH:10]=[C:9]([O:13][CH3:14])[N:8]=1.II.C1OC1C. The yield is 0.750. The catalyst is C1(C)C=CC=CC=1. (5) The reactants are [CH3:1][S:2][C:3]1[O:4][C:5]2[CH:11]=[C:10]([CH2:12]O)[CH:9]=[CH:8][C:6]=2[N:7]=1.CN(C=O)C.S(Cl)([Cl:21])=O. The yield is 0.920. The catalyst is C(Cl)Cl. The product is [Cl:21][CH2:12][C:10]1[CH:9]=[CH:8][C:6]2[N:7]=[C:3]([S:2][CH3:1])[O:4][C:5]=2[CH:11]=1.